Dataset: NCI-60 drug combinations with 297,098 pairs across 59 cell lines. Task: Regression. Given two drug SMILES strings and cell line genomic features, predict the synergy score measuring deviation from expected non-interaction effect. (1) Drug 1: C1=C(C(=O)NC(=O)N1)F. Drug 2: COC1=NC(=NC2=C1N=CN2C3C(C(C(O3)CO)O)O)N. Cell line: COLO 205. Synergy scores: CSS=40.2, Synergy_ZIP=1.87, Synergy_Bliss=3.47, Synergy_Loewe=-9.15, Synergy_HSA=2.43. (2) Synergy scores: CSS=-15.6, Synergy_ZIP=1.00, Synergy_Bliss=-12.9, Synergy_Loewe=-7.84, Synergy_HSA=-19.8. Cell line: HS 578T. Drug 1: COC1=C2C(=CC3=C1OC=C3)C=CC(=O)O2. Drug 2: CCC1(C2=C(COC1=O)C(=O)N3CC4=CC5=C(C=CC(=C5CN(C)C)O)N=C4C3=C2)O.Cl.